This data is from Catalyst prediction with 721,799 reactions and 888 catalyst types from USPTO. The task is: Predict which catalyst facilitates the given reaction. (1) Reactant: CO[C:3]12[CH2:10][CH2:9][CH:6]([CH2:7][CH2:8]1)[CH2:5][CH2:4]2.C([Br:14])(=O)C. Product: [Br:14][C:3]12[CH2:10][CH2:9][CH:6]([CH2:7][CH2:8]1)[CH2:5][CH2:4]2. The catalyst class is: 6. (2) Reactant: [CH2:1]([O:4][C:5]([C:7]1[CH:29]=[CH:28][C:10]2[N:11]([CH:15]3[CH2:20][CH2:19][N:18](C(OC(C)(C)C)=O)[CH2:17][CH2:16]3)[C:12]([CH3:14])=[N:13][C:9]=2[CH:8]=1)=[O:6])[CH:2]=[CH2:3].[ClH:30]. Product: [ClH:30].[ClH:30].[CH2:1]([O:4][C:5]([C:7]1[CH:29]=[CH:28][C:10]2[N:11]([CH:15]3[CH2:20][CH2:19][NH:18][CH2:17][CH2:16]3)[C:12]([CH3:14])=[N:13][C:9]=2[CH:8]=1)=[O:6])[CH:2]=[CH2:3]. The catalyst class is: 12. (3) Product: [N+:1]([C:4]1[CH:9]=[CH:8][C:7]([C:14]2[CH:15]=[C:16]([C:23]([O:25][CH3:26])=[O:24])[C:17]3[N:18]([CH:20]=[CH:21][N:22]=3)[CH:19]=2)=[CH:6][CH:5]=1)([O-:3])=[O:2]. Reactant: [N+:1]([C:4]1[CH:9]=[CH:8][C:7](B(O)O)=[CH:6][CH:5]=1)([O-:3])=[O:2].Br[C:14]1[CH:15]=[C:16]([C:23]([O:25][CH3:26])=[O:24])[C:17]2[N:18]([CH:20]=[CH:21][N:22]=2)[CH:19]=1.C([O-])([O-])=O.[Na+].[Na+]. The catalyst class is: 73.